Dataset: Full USPTO retrosynthesis dataset with 1.9M reactions from patents (1976-2016). Task: Predict the reactants needed to synthesize the given product. Given the product [CH2:1]([N:8]1[C:16]2[C:11](=[CH:12][C:13]([NH:18][C:19]3[CH:28]=[CH:27][C:26]([Cl:29])=[CH:25][C:20]=3[C:21]([O:23][CH3:24])=[O:22])=[CH:14][CH:15]=2)[CH:10]=[CH:9]1)[C:2]1[CH:7]=[CH:6][CH:5]=[CH:4][CH:3]=1, predict the reactants needed to synthesize it. The reactants are: [CH2:1]([N:8]1[C:16]2[C:11](=[CH:12][C:13](Br)=[CH:14][CH:15]=2)[CH:10]=[CH:9]1)[C:2]1[CH:7]=[CH:6][CH:5]=[CH:4][CH:3]=1.[NH2:18][C:19]1[CH:28]=[CH:27][C:26]([Cl:29])=[CH:25][C:20]=1[C:21]([O:23][CH3:24])=[O:22].C(=O)([O-])[O-].[Cs+].[Cs+].C1(C)C=CC=CC=1.